From a dataset of Reaction yield outcomes from USPTO patents with 853,638 reactions. Predict the reaction yield, written as a fraction of the theoretical maximum amount of product (1.0 means a 100% yield; for example, 0.34 means a 34% yield). (1) The reactants are [CH3:1][N:2]1[C:10]2[C:5](=[CH:6][CH:7]=[CH:8][CH:9]=2)[CH:4]=[C:3]1[C:11]([OH:13])=O.[NH2:14][C@H:15]([C:19]([NH:21][CH:22]([CH:31]([OH:34])[CH2:32][F:33])[CH2:23][C:24]([O:26][C:27]([CH3:30])([CH3:29])[CH3:28])=[O:25])=[O:20])[CH:16]([CH3:18])[CH3:17].Cl.CN(C)CCCN=C=NCC. The catalyst is C(Cl)Cl.CN(C)C1C=CN=CC=1. The product is [CH3:1][N:2]1[C:10]2[C:5](=[CH:6][CH:7]=[CH:8][CH:9]=2)[CH:4]=[C:3]1[C:11]([NH:14][C@H:15]([C:19]([NH:21][CH:22]([CH:31]([OH:34])[CH2:32][F:33])[CH2:23][C:24]([O:26][C:27]([CH3:28])([CH3:29])[CH3:30])=[O:25])=[O:20])[CH:16]([CH3:17])[CH3:18])=[O:13]. The yield is 0.650. (2) The reactants are [O:1]=[C:2]([CH2:8][C:9]([O:11][CH3:12])=[O:10])[CH2:3][C:4]([O:6][CH3:7])=[O:5].Cl[CH:14](C)[CH:15]=O. The catalyst is N1C=CC=CC=1.CCOC(C)=O. The product is [CH3:12][O:11][C:9](=[O:10])[CH2:8][C:2]1[O:1][CH:14]=[CH:15][C:3]=1[C:4]([O:6][CH3:7])=[O:5]. The yield is 0.720. (3) The reactants are [CH:1]1([CH2:4][O:5][CH:6]2[CH2:11][CH2:10][NH:9][CH2:8][CH2:7]2)[CH2:3][CH2:2]1.Cl[CH2:13][CH2:14][CH2:15][N:16]1[C:21]2[C:22]([F:27])=[C:23]([F:26])[CH:24]=[CH:25][C:20]=2[O:19][CH2:18][C:17]1=[O:28].C([O-])([O-])=O.[K+].[K+]. No catalyst specified. The product is [CH:1]1([CH2:4][O:5][CH:6]2[CH2:11][CH2:10][N:9]([CH2:13][CH2:14][CH2:15][N:16]3[C:21]4[C:22]([F:27])=[C:23]([F:26])[CH:24]=[CH:25][C:20]=4[O:19][CH2:18][C:17]3=[O:28])[CH2:8][CH2:7]2)[CH2:2][CH2:3]1. The yield is 0.540. (4) The reactants are [OH:1][CH:2]1[CH2:6][N:5]([C:7]([O:9][C:10]([CH3:13])([CH3:12])[CH3:11])=[O:8])[CH:4]([C:14]([O:16][CH3:17])=[O:15])[CH2:3]1.CC(OI1(OC(C)=O)(OC(C)=O)OC(=O)C2C=CC=CC1=2)=O.C(OCC)(=O)C. The catalyst is C(Cl)Cl. The product is [O:1]=[C:2]1[CH2:6][N:5]([C:7]([O:9][C:10]([CH3:11])([CH3:12])[CH3:13])=[O:8])[CH:4]([C:14]([O:16][CH3:17])=[O:15])[CH2:3]1. The yield is 0.895. (5) The reactants are [Br:1][C:2]1[N:3]=[C:4]2[C:10](I)=[C:9]([C:12]3[CH:17]=[CH:16][C:15]([C:18]4([CH3:23])[O:22][CH2:21][CH2:20][O:19]4)=[CH:14][CH:13]=3)[N:8]([CH2:24][O:25][CH2:26][CH2:27][Si:28]([CH3:31])([CH3:30])[CH3:29])[C:5]2=[N:6][CH:7]=1.[Li][C:33](C)(C)C.CI.[NH4+].[Cl-]. The catalyst is C1COCC1. The product is [Br:1][C:2]1[N:3]=[C:4]2[C:10]([CH3:33])=[C:9]([C:12]3[CH:17]=[CH:16][C:15]([C:18]4([CH3:23])[O:22][CH2:21][CH2:20][O:19]4)=[CH:14][CH:13]=3)[N:8]([CH2:24][O:25][CH2:26][CH2:27][Si:28]([CH3:31])([CH3:30])[CH3:29])[C:5]2=[N:6][CH:7]=1. The yield is 0.660. (6) The reactants are [F:1][C:2]1[CH:7]=[CH:6][C:5]([NH:8][C:9](=[O:23])[CH2:10][C:11]2[C:19]3[C:14](=[CH:15][CH:16]=[C:17]([O:20][CH3:21])[CH:18]=3)[NH:13][C:12]=2[CH3:22])=[CH:4][CH:3]=1.[H-].[Na+].[F:26][C:27]1[CH:35]=[C:34]([Cl:36])[CH:33]=[CH:32][C:28]=1[C:29](Cl)=[O:30].C(Cl)(=O)C1C=CC=CC=1. The catalyst is CN(C=O)C. The product is [Cl:36][C:34]1[CH:33]=[CH:32][C:28]([C:29]([N:13]2[C:14]3[C:19](=[CH:18][C:17]([O:20][CH3:21])=[CH:16][CH:15]=3)[C:11]([CH2:10][C:9]([NH:8][C:5]3[CH:4]=[CH:3][C:2]([F:1])=[CH:7][CH:6]=3)=[O:23])=[C:12]2[CH3:22])=[O:30])=[C:27]([F:26])[CH:35]=1. The yield is 0.330.